Dataset: Forward reaction prediction with 1.9M reactions from USPTO patents (1976-2016). Task: Predict the product of the given reaction. Given the reactants [NH:1]1[CH2:5][CH2:4][CH2:3][CH2:2]1.[CH2:6]=O.[OH:8][C:9]1[C:16]([OH:17])=[C:15]([OH:18])[CH:14]=[CH:13][C:10]=1[CH:11]=[O:12], predict the reaction product. The product is: [OH:8][C:9]1[C:16]([OH:17])=[C:15]([OH:18])[C:14]([CH2:6][N:1]2[CH2:5][CH2:4][CH2:3][CH2:2]2)=[CH:13][C:10]=1[CH:11]=[O:12].